Dataset: Forward reaction prediction with 1.9M reactions from USPTO patents (1976-2016). Task: Predict the product of the given reaction. Given the reactants [Br:1][C:2]1[CH:3]=[CH:4][C:5]2[N:6]([CH:8]=[C:9]([C:11]([OH:13])=O)[N:10]=2)[CH:7]=1.Cl.[CH3:15][O:16][NH:17][CH3:18].Cl.CN(C)CCCN=C=NCC.O, predict the reaction product. The product is: [Br:1][C:2]1[CH:3]=[CH:4][C:5]2[N:6]([CH:8]=[C:9]([C:11](=[O:13])[N:17]([O:16][CH3:15])[CH3:18])[N:10]=2)[CH:7]=1.